From a dataset of Forward reaction prediction with 1.9M reactions from USPTO patents (1976-2016). Predict the product of the given reaction. Given the reactants [CH3:1][N:2]1[CH:6]=[CH:5][C:4]([C:7]([OH:9])=O)=[C:3]1[CH3:10].ClC(N(C)C)=C(C)C.[CH2:19]([O:26][C:27]1[CH:34]=[CH:33][C:30]([NH:31][CH3:32])=[CH:29][CH:28]=1)[C:20]1[CH:25]=[CH:24][CH:23]=[CH:22][CH:21]=1.C(N(C(C)C)C(C)C)C, predict the reaction product. The product is: [CH2:19]([O:26][C:27]1[CH:28]=[CH:29][C:30]([N:31]([CH3:32])[C:7]([C:4]2[CH:5]=[CH:6][N:2]([CH3:1])[C:3]=2[CH3:10])=[O:9])=[CH:33][CH:34]=1)[C:20]1[CH:21]=[CH:22][CH:23]=[CH:24][CH:25]=1.